Task: Predict the reaction yield, written as a fraction of the theoretical maximum amount of product (1.0 means a 100% yield; for example, 0.34 means a 34% yield).. Dataset: Reaction yield outcomes from USPTO patents with 853,638 reactions (1) The reactants are [H-].[Na+].[Br:3][C:4]1[CH:5]=[CH:6][C:7]([O:13][CH2:14][CH2:15]Br)=[C:8]([C:10](=[O:12])[CH3:11])[CH:9]=1. The catalyst is C1COCC1. The product is [Br:3][C:4]1[CH:5]=[CH:6][C:7]2[O:13][CH2:14][CH2:15][CH2:11][C:10](=[O:12])[C:8]=2[CH:9]=1. The yield is 0.700. (2) The reactants are Cl.[Cl:2][C:3]1[CH:8]=[CH:7][C:6]([CH:9]([NH2:16])[C:10]2[CH:15]=[CH:14][CH:13]=[CH:12][CH:11]=2)=[CH:5][CH:4]=1.[C:17]([O:21][C:22]([NH:24][CH2:25][C:26](O)=[O:27])=[O:23])([CH3:20])([CH3:19])[CH3:18].CCN(C(C)C)C(C)C.CN(C(ON1N=NC2C=CC=CC1=2)=[N+](C)C)C.[B-](F)(F)(F)F. The catalyst is C(#N)C. The product is [C:17]([O:21][C:22](=[O:23])[NH:24][CH2:25][C:26](=[O:27])[NH:16][CH:9]([C:6]1[CH:5]=[CH:4][C:3]([Cl:2])=[CH:8][CH:7]=1)[C:10]1[CH:15]=[CH:14][CH:13]=[CH:12][CH:11]=1)([CH3:20])([CH3:18])[CH3:19]. The yield is 0.840. (3) The reactants are [Cl:1][C:2]1[CH:26]=[C:25]([Cl:27])[CH:24]=[CH:23][C:3]=1[CH2:4][NH:5][C@H:6]1[CH2:10][CH2:9][N:8]([C:11]2[CH:16]=[CH:15][C:14]([C:17]#[C:18][Si](C)(C)C)=[CH:13][N:12]=2)[CH2:7]1.[F-].C([N+](CCCC)(CCCC)CCCC)CCC.O. The catalyst is C1COCC1. The product is [Cl:1][C:2]1[CH:26]=[C:25]([Cl:27])[CH:24]=[CH:23][C:3]=1[CH2:4][NH:5][C@H:6]1[CH2:10][CH2:9][N:8]([C:11]2[CH:16]=[CH:15][C:14]([C:17]#[CH:18])=[CH:13][N:12]=2)[CH2:7]1. The yield is 0.900. (4) The reactants are S=[C:2]1[CH2:6][S:5][C:4](=[O:7])[NH:3]1.[CH3:8][N:9]1[CH2:13][CH2:12][CH2:11][CH:10]1[CH2:14][CH2:15][NH2:16].[F:17][C:18]([F:43])([F:42])[C:19]1[CH:37]=[C:36]([C:38]([F:41])([F:40])[F:39])[CH:35]=[CH:34][C:20]=1[CH2:21][O:22][C:23]1[C:30]([O:31][CH3:32])=[CH:29][C:26]([CH:27]=O)=[C:25]([Cl:33])[CH:24]=1.CC(C)([O-])C.[K+]. The catalyst is C(O)C.O. The product is [F:42][C:18]([F:17])([F:43])[C:19]1[CH:37]=[C:36]([C:38]([F:40])([F:41])[F:39])[CH:35]=[CH:34][C:20]=1[CH2:21][O:22][C:23]1[C:30]([O:31][CH3:32])=[CH:29][C:26](/[CH:27]=[C:6]2/[C:2]([NH:16][CH2:15][CH2:14][CH:10]3[CH2:11][CH2:12][CH2:13][N:9]3[CH3:8])=[N:3][C:4](=[O:7])[S:5]/2)=[C:25]([Cl:33])[CH:24]=1. The yield is 0.160. (5) The reactants are [Cl:1][C:2]1[CH:7]=[CH:6][CH:5]=[CH:4][C:3]=1[C:8]1([CH3:14])[CH2:13][CH2:12][NH:11][CH2:10][CH2:9]1.Br[CH2:16][CH2:17][CH:18]=[C:19]1[C:25]2[CH:26]=[CH:27][CH:28]=[N:29][C:24]=2[CH2:23][O:22][C:21]2[CH:30]=[CH:31][C:32]([C:34]([OH:37])([CH3:36])[CH3:35])=[CH:33][C:20]1=2.[I-].[K+]. The catalyst is C(O)(C)C. The product is [Cl:1][C:2]1[CH:7]=[CH:6][CH:5]=[CH:4][C:3]=1[C:8]1([CH3:14])[CH2:9][CH2:10][N:11]([CH2:16][CH2:17][CH:18]=[C:19]2[C:25]3[CH:26]=[CH:27][CH:28]=[N:29][C:24]=3[CH2:23][O:22][C:21]3[CH:30]=[CH:31][C:32]([C:34]([OH:37])([CH3:36])[CH3:35])=[CH:33][C:20]2=3)[CH2:12][CH2:13]1. The yield is 0.250. (6) The reactants are Cl[C:2]1[CH:3]=[CH:4][C:5]2[C:15]3[C:10](=[CH:11][N:12]=[CH:13][CH:14]=3)[CH:9]([CH:16]=[CH2:17])[O:8][C:6]=2[CH:7]=1.[OH:18][CH2:19][C@@H:20]([N:25]1[C:33](=[O:34])[C:32]2[C:27](=[CH:28][CH:29]=[CH:30][CH:31]=2)[C:26]1=[O:35])[CH2:21][CH:22]([CH3:24])[CH3:23].C(P(C(C)(C)C)C1(C(C)C)CC(C(C)C)=CC(C(C)C)=C1C1C=CC=CC=1)(C)(C)C.C(=O)([O-])[O-].[Cs+].[Cs+]. The catalyst is C1(C)C=CC=CC=1.C([O-])(=O)C.[Pd+2].C([O-])(=O)C. The product is [CH3:23][CH:22]([CH3:24])[CH2:21][C@H:20]([N:25]1[C:26](=[O:35])[C:27]2[C:32](=[CH:31][CH:30]=[CH:29][CH:28]=2)[C:33]1=[O:34])[CH2:19][O:18][C:2]1[CH:3]=[CH:4][C:5]2[C:15]3[C:10](=[CH:11][N:12]=[CH:13][CH:14]=3)[CH:9]([CH:16]=[CH2:17])[O:8][C:6]=2[CH:7]=1. The yield is 0.400. (7) The reactants are [CH2:1]([CH:8]([C:18]1[C:22]2[S:23][C:24]([C:26]3[CH:36]=[C:35]([C:37]([O:39]CC)=[O:38])[C:34]([C:42]4[S:46][C:45]5[C:47]([CH:50]([CH2:60][CH2:61][CH2:62][CH2:63][CH2:64][CH2:65][CH3:66])[CH2:51][CH2:52][CH2:53][CH2:54][CH2:55][CH2:56][CH2:57][CH2:58][CH3:59])=[CH:48][S:49][C:44]=5[CH:43]=4)=[CH:33][C:27]=3[C:28]([O:30]CC)=[O:29])=[CH:25][C:21]=2[S:20][CH:19]=1)[CH2:9][CH2:10][CH2:11][CH2:12][CH2:13][CH2:14][CH2:15][CH2:16][CH3:17])[CH2:2][CH2:3][CH2:4][CH2:5][CH2:6][CH3:7].CO.C1COCC1.[OH-].[Na+]. The catalyst is O. The product is [CH2:1]([CH:8]([C:18]1[C:22]2[S:23][C:24]([C:26]3[CH:36]=[C:35]([C:37]([OH:39])=[O:38])[C:34]([C:42]4[S:46][C:45]5[C:47]([CH:50]([CH2:60][CH2:61][CH2:62][CH2:63][CH2:64][CH2:65][CH3:66])[CH2:51][CH2:52][CH2:53][CH2:54][CH2:55][CH2:56][CH2:57][CH2:58][CH3:59])=[CH:48][S:49][C:44]=5[CH:43]=4)=[CH:33][C:27]=3[C:28]([OH:30])=[O:29])=[CH:25][C:21]=2[S:20][CH:19]=1)[CH2:9][CH2:10][CH2:11][CH2:12][CH2:13][CH2:14][CH2:15][CH2:16][CH3:17])[CH2:2][CH2:3][CH2:4][CH2:5][CH2:6][CH3:7]. The yield is 1.00.